Dataset: Catalyst prediction with 721,799 reactions and 888 catalyst types from USPTO. Task: Predict which catalyst facilitates the given reaction. (1) Reactant: [Br:1][C:2]1[CH:7]=[CH:6][C:5]([CH2:8][C:9]([OH:11])=O)=[C:4]([F:12])[CH:3]=1.[CH3:13][N:14]([CH3:29])[CH2:15][CH2:16][O:17][C:18]1[N:23]=[CH:22][C:21]([NH2:24])=[CH:20][C:19]=1[C:25]([F:28])([F:27])[F:26].CN(C(ON1N=NC2C=CC=NC1=2)=[N+](C)C)C.F[P-](F)(F)(F)(F)F.CCN(C(C)C)C(C)C. Product: [Br:1][C:2]1[CH:7]=[CH:6][C:5]([CH2:8][C:9]([NH:24][C:21]2[CH:22]=[N:23][C:18]([O:17][CH2:16][CH2:15][N:14]([CH3:29])[CH3:13])=[C:19]([C:25]([F:26])([F:27])[F:28])[CH:20]=2)=[O:11])=[C:4]([F:12])[CH:3]=1. The catalyst class is: 2. (2) Reactant: [N+:1]([C:4]1[CH:5]=[C:6]([C:10]2[S:11][CH:12]=[CH:13][N:14]=2)[CH:7]=[CH:8][CH:9]=1)([O-:3])=[O:2].CN(C=O)C.S(Cl)([Cl:23])(=O)=O. Product: [Cl:23][C:12]1[S:11][C:10]([C:6]2[CH:7]=[CH:8][CH:9]=[C:4]([N+:1]([O-:3])=[O:2])[CH:5]=2)=[N:14][CH:13]=1. The catalyst class is: 22. (3) The catalyst class is: 2. Product: [OH:29][CH:26]1[CH2:7][CH2:6][N:5]([C:8]([N:10]2[CH2:19][CH2:18][C:17]3[N:16]=[CH:15][C:14]([C:20]([F:21])([F:23])[F:22])=[CH:13][C:12]=3[CH2:11]2)=[O:9])[CH2:4]1. Reactant: [I-].C[N+]1[CH:7]=[CH:6][N:5]([C:8]([N:10]2[CH2:19][CH2:18][C:17]3[N:16]=[CH:15][C:14]([C:20]([F:23])([F:22])[F:21])=[CH:13][C:12]=3[CH2:11]2)=[O:9])[CH:4]=1.N1CC[CH:26]([OH:29])C1.CCN(CC)CC. (4) Reactant: C[O:2][C:3]([C:5]1[N:6]=[C:7]2[C:15](=[CH:16][CH:17]=1)[CH2:14][C@H:13]1[N:8]2[C@H:9]([CH3:25])[CH2:10][N:11]([C:18]([O:20][C:21]([CH3:24])([CH3:23])[CH3:22])=[O:19])[CH2:12]1)=O.[H-].C([Al+]CC(C)C)C(C)C. Product: [C:21]([O:20][C:18]([N:11]1[CH2:10][C@@H:9]([CH3:25])[N:8]2[C@H:13]([CH2:14][C:15]3[C:7]2=[N:6][C:5]([CH2:3][OH:2])=[CH:17][CH:16]=3)[CH2:12]1)=[O:19])([CH3:23])([CH3:22])[CH3:24]. The catalyst class is: 7. (5) Reactant: [CH3:1][O:2][C:3]1[N:8]=[C:7]2[C:9]3([CH2:29][O:30][C:6]2=[CH:5][CH:4]=1)[C:17]1[C:12](=[CH:13][CH:14]=[CH:15][CH:16]=1)[N:11]([CH2:18][C:19]1[O:20][C:21]([C:24]([F:27])([F:26])[F:25])=[CH:22][CH:23]=1)[C:10]3=[O:28].ClC1C=C(C=CC=1)C(OO)=[O:36]. Product: [CH3:1][O:2][C:3]1[N+:8]([O-:36])=[C:7]2[C:9]3([CH2:29][O:30][C:6]2=[CH:5][CH:4]=1)[C:17]1[C:12](=[CH:13][CH:14]=[CH:15][CH:16]=1)[N:11]([CH2:18][C:19]1[O:20][C:21]([C:24]([F:27])([F:26])[F:25])=[CH:22][CH:23]=1)[C:10]3=[O:28]. The catalyst class is: 4. (6) Reactant: [CH3:1][O:2][C:3]1[CH:4]=[C:5]([CH:15]=[CH:16][C:17]=1[N+:18]([O-])=O)[C:6]([NH:8][C@@H:9]1[CH2:13][CH2:12][N:11]([CH3:14])[CH2:10]1)=[O:7]. The catalyst class is: 19. Product: [NH2:18][C:17]1[CH:16]=[CH:15][C:5]([C:6]([NH:8][CH:9]2[CH2:13][CH2:12][N:11]([CH3:14])[CH2:10]2)=[O:7])=[CH:4][C:3]=1[O:2][CH3:1]. (7) Reactant: [CH3:1][O:2][C:3]1[CH:10]=[CH:9][C:6]([CH2:7][OH:8])=[CH:5][CH:4]=1.C(N(CC)CC)C.C(N(C(C)C)CC)(C)C.CC1(C)N([O])C(C)(C)CCC1. Product: [CH3:1][O:2][C:3]1[CH:10]=[CH:9][C:6]([CH:7]=[O:8])=[CH:5][CH:4]=1. The catalyst class is: 26. (8) Reactant: [OH:1][CH2:2][C:3]1[CH:10]=[CH:9][C:6]([C:7]#[N:8])=[CH:5][N:4]=1.[NH2:11][OH:12]. Product: [OH:12][N:11]=[C:7]([NH2:8])[C:6]1[CH:9]=[CH:10][C:3]([CH2:2][OH:1])=[N:4][CH:5]=1. The catalyst class is: 8. (9) Reactant: [Br:1][C:2]1[S:12][C:5]2[N:6]=[C:7]([CH3:11])[CH:8]=[C:9]([NH2:10])[C:4]=2[C:3]=1[CH3:13].[Cl:14][C:15]1[CH:16]=[C:17]([S:21](Cl)(=[O:23])=[O:22])[CH:18]=[CH:19][CH:20]=1.CC(C)([O-])C.[Na+]. Product: [Br:1][C:2]1[S:12][C:5]2=[N:6][C:7]([CH3:11])=[CH:8][C:9]([NH:10][S:21]([C:17]3[CH:18]=[CH:19][CH:20]=[C:15]([Cl:14])[CH:16]=3)(=[O:23])=[O:22])=[C:4]2[C:3]=1[CH3:13]. The catalyst class is: 1. (10) Reactant: [Cl:1][C:2]1[CH:16]=[CH:15][C:5]([O:6][CH2:7][C:8]2([C:13]#[N:14])[CH2:12][CH2:11]CC2)=[C:4]([CH:17]=O)[CH:3]=1.[Cl:19][C:20]1[CH:28]=[C:27]2[C:23]([CH2:24][C:25](=[O:29])[NH:26]2)=[CH:22][CH:21]=1.N1CCCC1. Product: [Cl:1][C:2]1[CH:16]=[CH:15][C:5]([O:6][CH2:7][C:8]2([C:13]#[N:14])[CH2:12][CH2:11]2)=[C:4](/[CH:17]=[C:24]2\[C:25](=[O:29])[NH:26][C:27]3[C:23]\2=[CH:22][CH:21]=[C:20]([Cl:19])[CH:28]=3)[CH:3]=1. The catalyst class is: 5.